Dataset: Forward reaction prediction with 1.9M reactions from USPTO patents (1976-2016). Task: Predict the product of the given reaction. (1) Given the reactants [Br:1][C:2]1[CH:3]=[C:4]([C:8]([F:11])=[CH:9][N:10]=1)[C:5]([OH:7])=[O:6].S(Cl)(Cl)=O.[CH3:16]O, predict the reaction product. The product is: [Br:1][C:2]1[CH:3]=[C:4]([C:8]([F:11])=[CH:9][N:10]=1)[C:5]([O:7][CH3:16])=[O:6]. (2) Given the reactants [Br:1][CH2:2][C:3]([C:5]1[CH:10]=[CH:9][C:8]([OH:11])=[CH:7][CH:6]=1)=[O:4].[C:12]1([C@@H:18]([NH:30][C:31]2[CH:36]=[CH:35][CH:34]=[CH:33][CH:32]=2)[C:19]([O:21][C@@H:22]2[CH:27]3[CH2:28][CH2:29][N:24]([CH2:25][CH2:26]3)[CH2:23]2)=[O:20])[CH:17]=[CH:16][CH:15]=[CH:14][CH:13]=1, predict the reaction product. The product is: [Br-:1].[OH:11][C:8]1[CH:9]=[CH:10][C:5]([C:3](=[O:4])[CH2:2][N+:24]23[CH2:25][CH2:26][CH:27]([CH2:28][CH2:29]2)[C@@H:22]([O:21][C:19](=[O:20])[C@@H:18]([C:12]2[CH:17]=[CH:16][CH:15]=[CH:14][CH:13]=2)[NH:30][C:31]2[CH:36]=[CH:35][CH:34]=[CH:33][CH:32]=2)[CH2:23]3)=[CH:6][CH:7]=1. (3) Given the reactants [OH:1][CH2:2][C:3]1[O:4][CH:5]=[C:6]([OH:10])[C:7](=[O:9])[CH:8]=1.C(N(CC)CC)C.[C:18](OC(=O)C)(=[O:20])[CH3:19].C(OCC)(=O)C, predict the reaction product. The product is: [C:18]([O:10][C:6]1[C:7](=[O:9])[CH:8]=[C:3]([CH2:2][OH:1])[O:4][CH:5]=1)(=[O:20])[CH3:19]. (4) The product is: [C:29]1([N:28]([C:35]([O:37][CH3:38])=[O:36])[NH:27][C:25]([C:24]2[C:23]3[C:18](=[CH:19][CH:20]=[CH:21][CH:22]=3)[N:17]=[C:16]([C:39]3[CH:44]=[CH:43][CH:42]=[CH:41][CH:40]=3)[C:15]=2[CH2:14][N:11]2[CH2:12][CH2:13][NH:8][CH2:9][C:10]2=[O:47])=[O:26])[CH:30]=[CH:31][CH:32]=[CH:33][CH:34]=1. Given the reactants C(OC([N:8]1[CH2:13][CH2:12][N:11]([CH2:14][C:15]2[C:16]([C:39]3[CH:44]=[CH:43][CH:42]=[CH:41][CH:40]=3)=[N:17][C:18]3[C:23]([C:24]=2[C:25]([NH:27][N:28]([C:35]([O:37][CH3:38])=[O:36])[C:29]2[CH:34]=[CH:33][CH:32]=[CH:31][CH:30]=2)=[O:26])=[CH:22][CH:21]=[CH:20][CH:19]=3)[CH2:10][C:9]1=O)=O)(C)(C)C.C(O)(C(F)(F)F)=[O:47], predict the reaction product. (5) Given the reactants [CH3:1][O:2][C:3]1[CH:4]=[C:5]([NH:11][C:12]2[C:13]3[N:29]=[CH:28][S:27][C:14]=3[N:15]=[C:16]([N:18]3[CH2:23][CH2:22][CH2:21][CH:20]([C:24]([OH:26])=O)[CH2:19]3)[N:17]=2)[CH:6]=[CH:7][C:8]=1[O:9][CH3:10].[NH2:30][C:31]1[CH:36]=[CH:35][C:34]([C:37]2[O:41][C:40]([SH:42])=[N:39][N:38]=2)=[CH:33][CH:32]=1.O=P(Cl)(Cl)Cl.C([O-])(O)=O.[Na+], predict the reaction product. The product is: [CH3:1][O:2][C:3]1[CH:4]=[C:5]([NH:11][C:12]2[C:13]3[N:29]=[CH:28][S:27][C:14]=3[N:15]=[C:16]([N:18]3[CH2:23][CH2:22][CH2:21][CH:20]([C:24]([NH:30][C:31]4[CH:32]=[CH:33][C:34]([C:37]5[O:41][C:40]([SH:42])=[N:39][N:38]=5)=[CH:35][CH:36]=4)=[O:26])[CH2:19]3)[N:17]=2)[CH:6]=[CH:7][C:8]=1[O:9][CH3:10]. (6) Given the reactants C(O)(=O)C.[C:5]([N:12]1[CH2:17][C@@H:16]([CH3:18])[NH:15][CH2:14][C@@H:13]1[CH2:19][CH3:20])([O:7][C:8]([CH3:11])([CH3:10])[CH3:9])=[O:6].C(N(CC)CC)C, predict the reaction product. The product is: [C:5]([N:12]1[CH2:17][C@@H:16]([CH3:18])[NH:15][CH2:14][C@@H:13]1[CH2:19][CH3:20])([O:7][C:8]([CH3:11])([CH3:10])[CH3:9])=[O:6]. (7) Given the reactants [OH-].[K+].C(OC([C:8]1[C:9]([C:21]([F:27])([F:26])[C:22]([F:25])([F:24])[F:23])=[N:10][N:11]2[C:16]([O:17][CH3:18])=[CH:15][CH:14]=[C:13]([CH2:19][OH:20])[C:12]=12)=O)C, predict the reaction product. The product is: [OH:20][CH2:19][C:13]1[C:12]2[N:11]([N:10]=[C:9]([C:21]([F:27])([F:26])[C:22]([F:23])([F:24])[F:25])[CH:8]=2)[C:16]([O:17][CH3:18])=[CH:15][CH:14]=1. (8) Given the reactants [CH3:1][O:2][C:3]([NH:5][C@@H:6]([CH:54](C)[CH3:55])[C:7]([N:9]1[CH2:13][CH2:12][CH2:11][C@H:10]1[C:14]1[NH:15][C:16]([C:19]2[CH:32]=[C:31]3[C:22]([C:23]4[CH:24]=[CH:25][C:26]([C:33]5[CH:34]=[CH:35][C:36]6[N:40]=[C:39]([C@@H:41]7[CH2:45][CH2:44][CH2:43][N:42]7[C:46](OC(C)(C)C)=[O:47])[NH:38][C:37]=6[CH:53]=5)=[CH:27][C:28]=4[CH2:29][CH2:30]3)=[CH:21][CH:20]=2)=[CH:17][N:18]=1)=[O:8])=[O:4].Cl.O1CCOC[CH2:59]1.[CH3:64][O:65][C:66]([NH:68][C@H:69]([C:73]1[CH:78]=[CH:77][CH:76]=[CH:75][CH:74]=1)C(O)=O)=[O:67].CCOC(C(C#N)=NOC(N1CCOCC1)=[N+](C)C)=O.F[P-](F)(F)(F)(F)F.C(N(C(C)C)CC)(C)C, predict the reaction product. The product is: [CH3:64][O:65][C:66]([NH:68][C@H:69]([C:73]1[CH:78]=[CH:77][CH:76]=[CH:75][CH:74]=1)[C:46]([N:42]1[CH2:43][CH2:44][CH2:45][C@H:41]1[C:39]1[NH:38][C:37]2[CH:53]=[C:33]([C:26]3[CH:25]=[C:24]4[C:23]([C:22]5[CH:21]=[CH:20][C:19]([C:16]6[NH:15][C:14]([C@@H:10]7[CH2:11][CH2:12][CH2:13][N:9]7[C:7](=[O:8])[C@@H:6]([NH:5][C:3](=[O:4])[O:2][CH3:1])[CH:54]([CH3:55])[CH3:59])=[N:18][CH:17]=6)=[CH:32][C:31]=5[CH2:30][CH2:29]4)=[CH:28][CH:27]=3)[CH:34]=[CH:35][C:36]=2[N:40]=1)=[O:47])=[O:67].